This data is from Catalyst prediction with 721,799 reactions and 888 catalyst types from USPTO. The task is: Predict which catalyst facilitates the given reaction. (1) Reactant: Br[CH2:2][C:3]1[C:8]([Cl:9])=[CH:7][CH:6]=[CH:5][C:4]=1[N:10]1[C:14](=[O:15])[N:13]([CH3:16])[N:12]=[N:11]1.[Br:17][C:18]1[CH:23]=[CH:22][C:21]([N:24]2[CH:28]=[CH:27][C:26]([OH:29])=[N:25]2)=[CH:20][CH:19]=1.C(=O)([O-])[O-].[K+].[K+].C(#N)C. Product: [Br:17][C:18]1[CH:19]=[CH:20][C:21]([N:24]2[CH:28]=[CH:27][C:26]([O:29][CH2:2][C:3]3[C:8]([Cl:9])=[CH:7][CH:6]=[CH:5][C:4]=3[N:10]3[C:14](=[O:15])[N:13]([CH3:16])[N:12]=[N:11]3)=[N:25]2)=[CH:22][CH:23]=1. The catalyst class is: 6. (2) Reactant: [CH2:1]([N:8]1[CH2:13][CH2:12][C@H:11]([N:14]2[CH2:19][CH2:18][NH:17][CH2:16][CH2:15]2)[C@H:10]([C:20]2[CH:25]=[CH:24][CH:23]=[CH:22][CH:21]=2)[CH2:9]1)[C:2]1[CH:7]=[CH:6][CH:5]=[CH:4][CH:3]=1.N1C=CC=CC=1.[F:32][C:33]([F:44])([F:43])[C:34](O[C:34](=[O:35])[C:33]([F:44])([F:43])[F:32])=[O:35].O. Product: [CH2:1]([N:8]1[CH2:13][CH2:12][C@H:11]([N:14]2[CH2:19][CH2:18][N:17]([C:34](=[O:35])[C:33]([F:44])([F:43])[F:32])[CH2:16][CH2:15]2)[C@H:10]([C:20]2[CH:25]=[CH:24][CH:23]=[CH:22][CH:21]=2)[CH2:9]1)[C:2]1[CH:3]=[CH:4][CH:5]=[CH:6][CH:7]=1. The catalyst class is: 172. (3) Reactant: [C:1]([OH:10])(=[O:9])[CH2:2][CH2:3][CH2:4][CH2:5][C:6]([OH:8])=[O:7].[Cl:11][C:12]1[CH:13]=[CH:14][C:15]2[CH2:21][CH2:20][NH:19][CH2:18][C@H:17]([CH3:22])[C:16]=2[CH:23]=1. Product: [C:1]([OH:10])(=[O:9])[CH2:2][CH2:3][CH2:4][CH2:5][C:6]([OH:8])=[O:7].[Cl:11][C:12]1[CH:13]=[CH:14][C:15]2[CH2:21][CH2:20][NH:19][CH2:18][C@H:17]([CH3:22])[C:16]=2[CH:23]=1. The catalyst class is: 21. (4) The catalyst class is: 1. Product: [CH3:14][N:9]1[C:10]([C:11](=[O:13])[NH:30][CH2:29][CH2:28][C:18]2[N:19]=[C:20]([C:22]3[CH:27]=[CH:26][CH:25]=[CH:24][CH:23]=3)[O:21][C:17]=2[CH3:16])=[C:6]([C:4]([O:3][CH2:1][CH3:2])=[O:5])[CH:7]=[N:8]1. Reactant: [CH2:1]([O:3][C:4]([C:6]1[CH:7]=[N:8][N:9]([CH3:14])[C:10]=1[C:11]([OH:13])=O)=[O:5])[CH3:2].Cl.[CH3:16][C:17]1[O:21][C:20]([C:22]2[CH:27]=[CH:26][CH:25]=[CH:24][CH:23]=2)=[N:19][C:18]=1[CH2:28][CH2:29][NH2:30].CCCP1(OP(CCC)(=O)OP(CCC)(=O)O1)=O.C(N(CC)C(C)C)(C)C.OS([O-])(=O)=O.[K+]. (5) Reactant: N#N.CCN=C=NCCCN(C)C.Cl.CCN(CC)CC.[CH3:22][O:23][C:24]1[CH:25]=[C:26]([CH2:34][CH2:35][C:36]([OH:38])=O)[CH:27]=[C:28]([O:32][CH3:33])[C:29]=1[O:30][CH3:31].[CH2:39]([O:41][C:42]([CH2:44][N:45]1[CH2:50][CH2:49][NH:48][CH2:47][CH2:46]1)=[O:43])[CH3:40]. Product: [CH2:39]([O:41][C:42](=[O:43])[CH2:44][N:45]1[CH2:50][CH2:49][N:48]([C:36](=[O:38])[CH2:35][CH2:34][C:26]2[CH:27]=[C:28]([O:32][CH3:33])[C:29]([O:30][CH3:31])=[C:24]([O:23][CH3:22])[CH:25]=2)[CH2:47][CH2:46]1)[CH3:40]. The catalyst class is: 64. (6) Reactant: [CH3:1][C:2]1[CH:7]=[CH:6][N:5]=C(C#N)[N:3]=1.[OH-].[Na+].[C:20]([OH:22])(=[O:21])[CH2:19][C:19]([CH2:19][C:20]([OH:22])=[O:21])([C:20]([OH:22])=[O:21])O. Product: [CH3:1][C:2]1[CH:7]=[CH:6][N:5]=[C:19]([C:20]([OH:22])=[O:21])[N:3]=1. The catalyst class is: 6. (7) Reactant: [NH2:1][C:2]1[CH:11]=[CH:10][C:5]([C:6]([O:8][CH3:9])=[O:7])=[C:4]([Cl:12])[CH:3]=1.CO[CH:15]1[CH2:19][CH2:18][CH:17](OC)O1. Product: [Cl:12][C:4]1[CH:3]=[C:2]([N:1]2[CH:15]=[CH:19][CH:18]=[CH:17]2)[CH:11]=[CH:10][C:5]=1[C:6]([O:8][CH3:9])=[O:7]. The catalyst class is: 15. (8) Reactant: [CH3:1][N:2]([CH2:13][C:14]1[N:18]([CH2:19][C:20]([NH:22][CH2:23][CH2:24][CH2:25][NH:26]C(=O)OC(C)(C)C)=[O:21])[C:17]2[CH:34]=[CH:35][CH:36]=[CH:37][C:16]=2[N:15]=1)[CH:3]1[C:12]2[N:11]=[CH:10][CH:9]=[CH:8][C:7]=2[CH2:6][CH2:5][CH2:4]1.Cl.O1CCOCC1. Product: [NH2:26][CH2:25][CH2:24][CH2:23][NH:22][C:20](=[O:21])[CH2:19][N:18]1[C:17]2[CH:34]=[CH:35][CH:36]=[CH:37][C:16]=2[N:15]=[C:14]1[CH2:13][N:2]([CH3:1])[CH:3]1[C:12]2[N:11]=[CH:10][CH:9]=[CH:8][C:7]=2[CH2:6][CH2:5][CH2:4]1. The catalyst class is: 5. (9) Reactant: [N+:1]([O-:4])([OH:3])=[O:2].[NH2:5][C:6](=[NH:13])[NH:7][CH2:8][CH2:9][CH2:10][CH2:11][NH2:12].[N+:14]([O-:17])([OH:16])=[O:15].[NH2:18][C:19](=[NH:26])[NH:20][CH2:21][CH2:22][CH2:23][CH2:24][NH2:25]. Product: [N+:1]([O-:4])([OH:3])=[O:2].[N+:14]([O-:17])([OH:16])=[O:15].[NH2:13][C:6](=[NH:5])[NH:7][CH2:8][CH2:9][CH2:10][CH2:11][NH2:12].[N+:1]([O-:4])([OH:3])=[O:2].[N+:1]([O-:4])([OH:3])=[O:2].[N+:1]([O-:4])([OH:3])=[O:2].[NH2:26][C:19](=[NH:18])[NH:20][CH2:21][CH2:22][CH2:23][CH2:24][NH2:25]. The catalyst class is: 6.